From a dataset of Reaction yield outcomes from USPTO patents with 853,638 reactions. Predict the reaction yield, written as a fraction of the theoretical maximum amount of product (1.0 means a 100% yield; for example, 0.34 means a 34% yield). (1) The reactants are [O:1]=[C:2]1[CH2:7][NH:6][CH2:5][CH2:4][N:3]1[C:8]1[CH:13]=[CH:12][C:11]([S:14]([NH:17][C:18]2[S:19][CH:20]=[CH:21][N:22]=2)(=[O:16])=[O:15])=[CH:10][CH:9]=1.[F:23][C:24]([F:39])([F:38])[C:25]1[CH:33]=[C:32]2[C:28]([CH:29]=[CH:30][N:31]2[CH2:34][C:35](O)=[O:36])=[CH:27][CH:26]=1.CN(C(ON1N=NC2C=CC=NC1=2)=[N+](C)C)C.F[P-](F)(F)(F)(F)F.C(=O)(O)[O-].[Na+].Cl.S1C(N)=NC=N1. No catalyst specified. The product is [O:1]=[C:2]1[CH2:7][N:6]([C:35](=[O:36])[CH2:34][N:31]2[C:32]3[C:28](=[CH:27][CH:26]=[C:25]([C:24]([F:38])([F:23])[F:39])[CH:33]=3)[CH:29]=[CH:30]2)[CH2:5][CH2:4][N:3]1[C:8]1[CH:9]=[CH:10][C:11]([S:14]([NH:17][C:18]2[S:19][CH:20]=[CH:21][N:22]=2)(=[O:16])=[O:15])=[CH:12][CH:13]=1. The yield is 0.340. (2) The reactants are [Na].[Cl:2][C:3]1[N:4]=[N:5][C:6](Cl)=[CH:7][CH:8]=1.[CH2:10]([OH:17])[C:11]1[CH:16]=[CH:15][CH:14]=[CH:13][CH:12]=1. No catalyst specified. The product is [CH2:10]([O:17][C:6]1[N:5]=[N:4][C:3]([Cl:2])=[CH:8][CH:7]=1)[C:11]1[CH:16]=[CH:15][CH:14]=[CH:13][CH:12]=1. The yield is 0.900.